From a dataset of Full USPTO retrosynthesis dataset with 1.9M reactions from patents (1976-2016). Predict the reactants needed to synthesize the given product. (1) Given the product [CH3:15][N:16]1[CH2:22][CH2:21][CH2:20][N:19]([C:2]2[O:3][C:4]3[CH:14]=[CH:13][C:12]4[C:7](=[CH:8][CH:9]=[CH:10][CH:11]=4)[C:5]=3[N:6]=2)[CH2:18][CH2:17]1, predict the reactants needed to synthesize it. The reactants are: S[C:2]1[O:3][C:4]2[CH:14]=[CH:13][C:12]3[C:7](=[CH:8][CH:9]=[CH:10][CH:11]=3)[C:5]=2[N:6]=1.[CH3:15][N:16]1[CH2:22][CH2:21][CH2:20][NH:19][CH2:18][CH2:17]1. (2) Given the product [F:3][C:4]1[CH:12]=[C:11]([C:13]2[CH:14]=[N:15][C:16]3[N:17]([C:19]([CH2:22][C:23]4[CH:24]=[C:25]5[C:30](=[CH:31][CH:32]=4)[N:29]=[CH:28][CH:27]=[CH:26]5)=[CH:20][N:21]=3)[N:18]=2)[CH:10]=[CH:9][C:5]=1[C:6]([NH:38][CH3:37])=[O:7], predict the reactants needed to synthesize it. The reactants are: Cl.Cl.[F:3][C:4]1[CH:12]=[C:11]([C:13]2[CH:14]=[N:15][C:16]3[N:17]([C:19]([CH2:22][C:23]4[CH:24]=[C:25]5[C:30](=[CH:31][CH:32]=4)[N:29]=[CH:28][CH:27]=[CH:26]5)=[CH:20][N:21]=3)[N:18]=2)[CH:10]=[CH:9][C:5]=1[C:6](O)=[O:7].S(Cl)(Cl)=O.[CH3:37][NH2:38].C(=O)([O-])[O-].[Na+].[Na+]. (3) Given the product [CH3:14][C@@H:9]1[CH2:10][O:11][CH2:12][CH2:13][N:8]1[C:6]1[CH:5]=[C:4]([C:15]2([S:18]([CH3:21])(=[O:20])=[O:19])[CH2:17][CH2:16]2)[N:3]=[C:2]([C:26]2[CH:27]=[CH:28][CH:29]=[C:30]3[C:25]=2[CH:24]=[CH:23][NH:22]3)[N:7]=1, predict the reactants needed to synthesize it. The reactants are: Cl[C:2]1[N:7]=[C:6]([N:8]2[CH2:13][CH2:12][O:11][CH2:10][C@H:9]2[CH3:14])[CH:5]=[C:4]([C:15]2([S:18]([CH3:21])(=[O:20])=[O:19])[CH2:17][CH2:16]2)[N:3]=1.[NH:22]1[C:30]2[C:25](=[C:26](B(O)O)[CH:27]=[CH:28][CH:29]=2)[CH:24]=[CH:23]1.C(=O)([O-])[O-].[Na+].[Na+]. (4) Given the product [OH:29][C@@H:27]1[CH2:28][C@H:25]([NH:24][C:2]2[C:3]([CH3:22])=[N:4][C:5]3[C:10]([N:11]=2)=[C:9]([C:12]2[NH:20][C:19]4[CH2:18][CH2:17][NH:16][C:15](=[O:21])[C:14]=4[CH:13]=2)[CH:8]=[CH:7][CH:6]=3)[CH2:26]1, predict the reactants needed to synthesize it. The reactants are: F[C:2]1[C:3]([CH3:22])=[N:4][C:5]2[C:10]([N:11]=1)=[C:9]([C:12]1[NH:20][C:19]3[CH2:18][CH2:17][NH:16][C:15](=[O:21])[C:14]=3[CH:13]=1)[CH:8]=[CH:7][CH:6]=2.Cl.[NH2:24][C@@H:25]1[CH2:28][C@H:27]([OH:29])[CH2:26]1.CCN(C(C)C)C(C)C.CCOC(C)=O. (5) Given the product [CH3:12][N:11]1[C:4]2[CH:3]=[C:2]([C:19]3[CH:20]=[CH:21][C:16]([C:15]([F:26])([F:25])[F:14])=[CH:17][CH:18]=3)[NH:7][C:6](=[O:8])[C:5]=2[CH:9]=[CH:10]1, predict the reactants needed to synthesize it. The reactants are: Cl[C:2]1[NH:7][C:6](=[O:8])[C:5]2[CH:9]=[CH:10][N:11]([CH2:12]C)[C:4]=2[CH:3]=1.[F:14][C:15]([F:26])([F:25])[C:16]1[CH:21]=[CH:20][C:19](B(O)O)=[CH:18][CH:17]=1.C(=O)([O-])[O-].[Na+].[Na+]. (6) Given the product [C:23]([C:21]1[N:22]=[C:18]([C:5]2[C:6]3[C:11](=[CH:10][CH:9]=[C:8]([O:12][CH3:13])[CH:7]=3)[C:2]([Cl:1])=[N:3][CH:4]=2)[S:19][CH:20]=1)([CH3:26])([CH3:25])[CH3:24], predict the reactants needed to synthesize it. The reactants are: [Cl:1][C:2]1[C:11]2[C:6](=[CH:7][C:8]([O:12][CH3:13])=[CH:9][CH:10]=2)[C:5](B(O)O)=[CH:4][N:3]=1.Br[C:18]1[S:19][CH:20]=[C:21]([C:23]([CH3:26])([CH3:25])[CH3:24])[N:22]=1.C(=O)([O-])[O-].[K+].[K+].